From a dataset of Reaction yield outcomes from USPTO patents with 853,638 reactions. Predict the reaction yield, written as a fraction of the theoretical maximum amount of product (1.0 means a 100% yield; for example, 0.34 means a 34% yield). (1) The product is [NH2:5][CH2:14][C:15]1[CH:23]=[CH:22][CH:21]=[CH:20][C:16]=1[C:17]([OH:19])=[O:18]. The catalyst is CCO. The yield is 0.810. The reactants are CN.O=C1C2C(=CC=CC=2)C(=O)[N:5]1[CH2:14][C:15]1[CH:23]=[CH:22][CH:21]=[CH:20][C:16]=1[C:17]([OH:19])=[O:18]. (2) The yield is 0.350. The product is [CH3:1][O:2][C:3]1[CH:8]=[N:7][C:6]([C:9]2[CH:14]=[CH:13][C:12]([N:15]3[CH2:16][CH2:17][N:18]([C:45]([O:46][CH:47]([CH3:49])[CH3:48])=[O:50])[CH2:19][CH2:20]3)=[CH:11][CH:10]=2)=[C:5]2[NH:21][CH:22]=[C:23]([C:24](=[O:44])[C:25](=[O:26])[N:27]3[CH2:32][CH2:31][N:30]([C:33]4[N:37]([C:38]5[CH:43]=[CH:42][CH:41]=[CH:40][N:39]=5)[N:36]=[N:35][N:34]=4)[CH2:29][CH2:28]3)[C:4]=12. The reactants are [CH3:1][O:2][C:3]1[CH:8]=[N:7][C:6]([C:9]2[CH:14]=[CH:13][C:12]([N:15]3[CH2:20][CH2:19][NH:18][CH2:17][CH2:16]3)=[CH:11][CH:10]=2)=[C:5]2[NH:21][CH:22]=[C:23]([C:24](=[O:44])[C:25]([N:27]3[CH2:32][CH2:31][N:30]([C:33]4[N:37]([C:38]5[CH:43]=[CH:42][CH:41]=[CH:40][N:39]=5)[N:36]=[N:35][N:34]=4)[CH2:29][CH2:28]3)=[O:26])[C:4]=12.[C:45](Cl)(=[O:50])[O:46][CH:47]([CH3:49])[CH3:48]. The catalyst is C1COCC1.CN(C=O)C. (3) The reactants are [O:1]=[C:2]1[C:11]2[C:6](=[CH:7][CH:8]=[CH:9][CH:10]=2)[C:5]([O:12][CH2:13][CH2:14][CH2:15][CH2:16][C:17]([OH:19])=[O:18])=[CH:4][C:3]1=[O:20].[CH3:21][N:22]([CH3:30])[C:23]1[CH:24]=[C:25](O)[CH:26]=[CH:27][CH:28]=1.C1CCC(N=C=NC2CCCCC2)CC1. The catalyst is CN(C1C=CN=CC=1)C.C1COCC1. The product is [O:1]=[C:2]1[C:11]2[C:6](=[CH:7][CH:8]=[CH:9][CH:10]=2)[C:5]([O:12][CH2:13][CH2:14][CH2:15][CH2:16][C:17]([O:19][C:27]2[CH:26]=[CH:25][CH:24]=[C:23]([N:22]([CH3:30])[CH3:21])[CH:28]=2)=[O:18])=[CH:4][C:3]1=[O:20]. The yield is 0.360. (4) The reactants are [C:1]([O:5][C:6]([C@@H:8]1[CH2:12][CH2:11][C:10](=[O:13])[N:9]1[C:14](=[O:23])[C:15]1[CH:20]=[CH:19][CH:18]=[CH:17][C:16]=1[CH2:21]Br)=[O:7])([CH3:4])([CH3:3])[CH3:2].[CH2:24]([O:26][P:27]([O:31]CC)[O:28][CH2:29][CH3:30])[CH3:25]. No catalyst specified. The product is [C:1]([O:5][C:6]([C@@H:8]1[CH2:12][CH2:11][C:10](=[O:13])[N:9]1[C:14](=[O:23])[C:15]1[CH:20]=[CH:19][CH:18]=[CH:17][C:16]=1[CH2:21][P:27]([O:28][CH2:29][CH3:30])([O:26][CH2:24][CH3:25])=[O:31])=[O:7])([CH3:4])([CH3:3])[CH3:2]. The yield is 0.840. (5) The reactants are [Cl:1][C:2]1[CH:7]=[CH:6][C:5]([OH:8])=[C:4]([I:9])[CH:3]=1.C(=O)([O-])[O-].[K+].[K+].[Cl:16][C:17]1[S:21][C:20]([N:22](CC2C=CC(OC)=CC=2OC)[S:23]([C:26]2[CH:31]=[CH:30][C:29](F)=[C:28]([C:33]#[N:34])[CH:27]=2)(=[O:25])=[O:24])=[N:19][CH:18]=1.[Cl-].[NH4+]. The catalyst is CS(C)=O.C(OCC)(=O)C. The product is [Cl:1][C:2]1[CH:7]=[CH:6][C:5]([O:8][C:29]2[CH:30]=[CH:31][C:26]([S:23]([NH:22][C:20]3[S:21][C:17]([Cl:16])=[CH:18][N:19]=3)(=[O:24])=[O:25])=[CH:27][C:28]=2[C:33]#[N:34])=[C:4]([I:9])[CH:3]=1. The yield is 0.720.